From a dataset of Peptide-MHC class I binding affinity with 185,985 pairs from IEDB/IMGT. Regression. Given a peptide amino acid sequence and an MHC pseudo amino acid sequence, predict their binding affinity value. This is MHC class I binding data. (1) The peptide sequence is HFDDVANGF. The MHC is HLA-A69:01 with pseudo-sequence HLA-A69:01. The binding affinity (normalized) is 0.0847. (2) The peptide sequence is YLLVKWYRK. The MHC is HLA-A31:01 with pseudo-sequence HLA-A31:01. The binding affinity (normalized) is 0.677.